Dataset: Forward reaction prediction with 1.9M reactions from USPTO patents (1976-2016). Task: Predict the product of the given reaction. (1) The product is: [C:1]1([C:7]2([CH3:14])[NH:11][C:10](=[O:12])[N:9]([CH2:16][C:17](=[O:18])[C:19]3[CH:24]=[CH:23][CH:22]=[CH:21][CH:20]=3)[C:8]2=[O:13])[CH2:6][CH2:5][CH2:4][CH2:3][CH:2]=1. Given the reactants [C:1]1([C:7]2([CH3:14])[NH:11][C:10](=[O:12])[NH:9][C:8]2=[O:13])[CH2:6][CH2:5][CH2:4][CH2:3][CH:2]=1.Br[CH2:16][C:17]([C:19]1[CH:24]=[CH:23][CH:22]=[CH:21][CH:20]=1)=[O:18], predict the reaction product. (2) Given the reactants [CH:1]([N:4]=[C:5]=[O:6])([CH3:3])[CH3:2].[Cl:7][C:8]1[C:13]2[N:14]=[C:15]([CH2:22][O:23][CH2:24][CH3:25])[N:16]([NH:17][CH2:18][CH2:19][CH2:20][NH2:21])[C:12]=2[C:11]([CH3:26])=[C:10]([CH3:27])[N:9]=1, predict the reaction product. The product is: [Cl:7][C:8]1[C:13]2[N:14]=[C:15]([CH2:22][O:23][CH2:24][CH3:25])[N:16]([NH:17][CH2:18][CH2:19][CH2:20][NH:21][C:5]([NH:4][CH:1]([CH3:3])[CH3:2])=[O:6])[C:12]=2[C:11]([CH3:26])=[C:10]([CH3:27])[N:9]=1. (3) Given the reactants [OH:1][CH2:2][C@@H:3]([C@H:5]([C@@H:7]([C@@H:9]([CH2:11][OH:12])[OH:10])[OH:8])[OH:6])[OH:4].[Cl-].[Cl:14]CC(O)[CH2:17][N+:18](C)([CH3:20])[CH3:19].[OH-].[Na+], predict the reaction product. The product is: [Cl-:14].[OH:1][CH2:2][CH2:3][CH2:5][N+:18]([CH3:20])([CH3:19])[CH3:17].[OH:12][CH2:11][C@@H:9]([C@H:7]([C@@H:5]([C@@H:3]([CH2:2][OH:1])[OH:4])[OH:6])[OH:8])[OH:10].